This data is from Catalyst prediction with 721,799 reactions and 888 catalyst types from USPTO. The task is: Predict which catalyst facilitates the given reaction. (1) Product: [S:1]1[C:9]2[CH2:8][CH2:7][NH:6][CH2:5][C:4]=2[CH:3]=[C:2]1[C:17]([O:19][CH3:20])=[O:18]. Reactant: [S:1]1[C:9]2[CH2:8][CH2:7][N:6](C(OC(C)(C)C)=O)[CH2:5][C:4]=2[CH:3]=[C:2]1[C:17]([O:19][CH3:20])=[O:18].C(O)(C(F)(F)F)=O. The catalyst class is: 2. (2) Reactant: [F:1][C:2]1[CH:3]=[C:4]([Mg]Br)[CH:5]=[CH:6][CH:7]=1.C1COCC1.[NH2:15][C:16]1[C:17]([C:38](N(OC)C)=[O:39])=[N:18][C:19]([C:22]2[CH:27]=[CH:26][CH:25]=[C:24]([C:28]([NH:30][CH2:31][C:32]3[CH:37]=[CH:36][CH:35]=[CH:34][CH:33]=3)=[O:29])[CH:23]=2)=[CH:20][N:21]=1. Product: [NH2:15][C:16]1[N:21]=[CH:20][C:19]([C:22]2[CH:23]=[C:24]([CH:25]=[CH:26][CH:27]=2)[C:28]([NH:30][CH2:31][C:32]2[CH:33]=[CH:34][CH:35]=[CH:36][CH:37]=2)=[O:29])=[N:18][C:17]=1[C:38]([C:4]1[CH:5]=[CH:6][CH:7]=[C:2]([F:1])[CH:3]=1)=[O:39]. The catalyst class is: 6. (3) Reactant: [F:1][C:2]1[CH:11]=[CH:10][C:5]([C:6]([O:8][CH3:9])=[O:7])=[C:4]([OH:12])[CH:3]=1.[N+:13]([C:16]1[CH:21]=[CH:20][C:19](Cl)=[CH:18][N:17]=1)([O-:15])=[O:14].C(=O)([O-])[O-].[Cs+].[Cs+]. Product: [F:1][C:2]1[CH:11]=[CH:10][C:5]([C:6]([O:8][CH3:9])=[O:7])=[C:4]([O:12][C:19]2[CH:18]=[N:17][C:16]([N+:13]([O-:15])=[O:14])=[CH:21][CH:20]=2)[CH:3]=1. The catalyst class is: 42. (4) Reactant: [CH3:1][NH:2][CH2:3][CH:4]([C:6]1[N:7]=[CH:8][N:9]([CH3:11])[CH:10]=1)[OH:5].C(N(CC)C(C)C)(C)C.[Cl:21][C:22]1[CH:44]=[CH:43][C:25]([CH2:26][NH:27][C:28]([C:30]2[C:31](=[O:42])[C:32]3[CH:39]=[C:38]([CH2:40]Cl)[S:37][C:33]=3[N:34]([CH3:36])[CH:35]=2)=[O:29])=[CH:24][CH:23]=1.O. Product: [Cl:21][C:22]1[CH:44]=[CH:43][C:25]([CH2:26][NH:27][C:28]([C:30]2[C:31](=[O:42])[C:32]3[CH:39]=[C:38]([CH2:40][N:2]([CH2:3][CH:4]([OH:5])[C:6]4[N:7]=[CH:8][N:9]([CH3:11])[CH:10]=4)[CH3:1])[S:37][C:33]=3[N:34]([CH3:36])[CH:35]=2)=[O:29])=[CH:24][CH:23]=1. The catalyst class is: 3. (5) Reactant: [Cl:1][C:2]1[CH:7]=[CH:6][N:5]=[C:4]2[C:8]([C:11]([NH:13][C@H:14]3[CH2:19][CH2:18][CH2:17][CH2:16][C@@H:15]3[OH:20])=[O:12])=[CH:9][NH:10][C:3]=12.Cl.Cl[CH2:23][C:24]1[CH:29]=[C:28]([CH3:30])[CH:27]=[CH:26][N:25]=1.C(=O)([O-])[O-].[Cs+].[Cs+]. Product: [Cl:1][C:2]1[CH:7]=[CH:6][N:5]=[C:4]2[C:8]([C:11]([NH:13][C@H:14]3[CH2:19][CH2:18][CH2:17][CH2:16][C@@H:15]3[OH:20])=[O:12])=[CH:9][N:10]([CH2:23][C:24]3[CH:29]=[C:28]([CH3:30])[CH:27]=[CH:26][N:25]=3)[C:3]=12. The catalyst class is: 3. (6) Reactant: [C:1]([C:4]1[S:5][C:6]([Br:9])=[CH:7][CH:8]=1)(=[O:3])[CH3:2].[C:10](OC)(=[O:15])[C:11]([O:13][CH3:14])=[O:12].C[O-].[Na+].Cl. Product: [CH3:14][O:13][C:11](=[O:12])[C:10](=[O:15])[CH2:2][C:1]([C:4]1[S:5][C:6]([Br:9])=[CH:7][CH:8]=1)=[O:3]. The catalyst class is: 5.